From a dataset of Reaction yield outcomes from USPTO patents with 853,638 reactions. Predict the reaction yield, written as a fraction of the theoretical maximum amount of product (1.0 means a 100% yield; for example, 0.34 means a 34% yield). (1) The reactants are [O:1]=[C:2]([CH2:8][CH2:9][CH2:10][CH2:11][CH2:12][CH2:13][CH2:14][CH2:15][CH2:16][CH2:17][CH3:18])[CH2:3][C:4]([O:6]C)=[O:5].Cl.[Li+].[OH-].[CH:22]1([NH:28][CH:29]2[CH2:34][CH2:33][CH2:32][CH2:31][CH2:30]2)[CH2:27][CH2:26][CH2:25][CH2:24][CH2:23]1. The catalyst is CO. The product is [OH:1][C@H:2]([CH2:8][CH2:9][CH2:10][CH2:11][CH2:12][CH2:13][CH2:14][CH2:15][CH2:16][CH2:17][CH3:18])[CH2:3][C:4]([O-:6])=[O:5].[CH:29]1([NH2+:28][CH:22]2[CH2:23][CH2:24][CH2:25][CH2:26][CH2:27]2)[CH2:30][CH2:31][CH2:32][CH2:33][CH2:34]1. The yield is 0.910. (2) The reactants are Cl[CH2:2][C@H:3]1[O:8][CH2:7][C@@H:6]2[CH2:9][CH2:10][CH2:11][N:5]2[CH2:4]1.[C:12]([O-:15])(=[O:14])[CH3:13].[K+]. The product is [C:12]([O:15][CH2:2][C@H:3]1[O:8][CH2:7][C@@H:6]2[CH2:9][CH2:10][CH2:11][N:5]2[CH2:4]1)(=[O:14])[CH3:13]. The catalyst is CN(C)C=O. The yield is 0.970. (3) The reactants are C([O:5][C:6](=[O:19])/[CH:7]=[CH:8]/[C:9]1[CH:10]=[C:11]2[O:17][C:16](=[O:18])[NH:15][C:12]2=[N:13][CH:14]=1)(C)(C)C.[Cl:20]CCl. The catalyst is FC(F)(F)C(O)=O. The product is [ClH:20].[O:18]=[C:16]1[NH:15][C:12]2=[N:13][CH:14]=[C:9](/[CH:8]=[CH:7]/[C:6]([OH:19])=[O:5])[CH:10]=[C:11]2[O:17]1. The yield is 0.770. (4) The yield is 0.936. The catalyst is CC(C)=O. The reactants are CS(O[CH2:6][CH2:7][CH2:8][CH2:9][CH2:10][CH2:11][CH2:12][CH2:13][CH:14]1[C:23]2[C:18](=[CH:19][C:20]([O:24][CH3:25])=[CH:21][CH:22]=2)[S:17][CH2:16][C:15]1([C:27]1[CH:32]=[CH:31][C:30]([O:33][CH3:34])=[CH:29][CH:28]=1)[CH3:26])(=O)=O.[I-:35].[Na+]. The product is [I:35][CH2:6][CH2:7][CH2:8][CH2:9][CH2:10][CH2:11][CH2:12][CH2:13][CH:14]1[C:23]2[C:18](=[CH:19][C:20]([O:24][CH3:25])=[CH:21][CH:22]=2)[S:17][CH2:16][C:15]1([C:27]1[CH:32]=[CH:31][C:30]([O:33][CH3:34])=[CH:29][CH:28]=1)[CH3:26]. (5) The reactants are [F:1][C:2]1[CH:17]=[C:16]([N+:18]([O-:20])=[O:19])[CH:15]=[CH:14][C:3]=1[O:4][C:5]1[CH:10]=[CH:9][N:8]=[C:7]2[NH:11]N=C[C:6]=12.[OH-].[K+].[I:23]I.IC.C[N:28]([CH:30]=O)[CH3:29]. The catalyst is C(Cl)Cl. The product is [F:1][C:2]1[CH:17]=[C:16]([N+:18]([O-:20])=[O:19])[CH:15]=[CH:14][C:3]=1[O:4][C:5]1[CH:10]=[CH:9][N:8]=[C:30]2[N:28]([CH3:29])[N:11]=[C:7]([I:23])[C:6]=12. The yield is 0.620. (6) The reactants are CC1(C)C(C)(C)OB([C:9]2[CH:18]=[C:17]3[C:12]([CH:13]=[C:14]([NH:19][C:20]([CH:22]4[CH2:24][CH2:23]4)=[O:21])[N:15]=[CH:16]3)=[CH:11][CH:10]=2)O1.Br[C:27]1[CH:32]=[C:31]([O:33][CH3:34])[CH:30]=[CH:29][C:28]=1[CH3:35].C(=O)([O-])[O-].[Cs+].[Cs+]. The yield is 0.184. The catalyst is O1CCOCC1.O.C1C=CC(P(C2C=CC=CC=2)[C-]2C=CC=C2)=CC=1.C1C=CC(P(C2C=CC=CC=2)[C-]2C=CC=C2)=CC=1.Cl[Pd]Cl.[Fe+2]. The product is [CH3:34][O:33][C:31]1[CH:30]=[CH:29][C:28]([CH3:35])=[C:27]([C:9]2[CH:18]=[C:17]3[C:12]([CH:13]=[C:14]([NH:19][C:20]([CH:22]4[CH2:23][CH2:24]4)=[O:21])[N:15]=[CH:16]3)=[CH:11][CH:10]=2)[CH:32]=1. (7) The reactants are [S:1]1[C:5]([CH2:6][O:7][C:8]([NH:10][C@H:11]([CH2:33][C:34]2[CH:39]=[CH:38][CH:37]=[CH:36][CH:35]=2)[CH2:12][NH:13][CH2:14][C@H:15]([NH:23][C:24]([O:26][CH2:27][C:28]2[S:32][CH:31]=[N:30][CH:29]=2)=[O:25])[CH2:16][C:17]2[CH:22]=[CH:21][CH:20]=[CH:19][CH:18]=2)=[O:9])=[CH:4][N:3]=[CH:2]1.[CH3:40][CH:41]([CH3:45])[CH2:42][CH:43]=O.C(O)(=O)C.C(O[BH-](OC(=O)C)OC(=O)C)(=O)C.[Na+]. No catalyst specified. The product is [CH3:40][CH:41]([CH3:45])[CH2:42][CH2:43][N:13]([CH2:14][C@H:15]([NH:23][C:24]([O:26][CH2:27][C:28]1[S:32][CH:31]=[N:30][CH:29]=1)=[O:25])[CH2:16][C:17]1[CH:18]=[CH:19][CH:20]=[CH:21][CH:22]=1)[CH2:12][C@H:11]([NH:10][C:8]([O:7][CH2:6][C:5]1[S:1][CH:2]=[N:3][CH:4]=1)=[O:9])[CH2:33][C:34]1[CH:39]=[CH:38][CH:37]=[CH:36][CH:35]=1. The yield is 0.450. (8) The reactants are Cl[CH2:2][C:3]([NH:5][C:6]1[CH:11]=[CH:10][C:9]([N+:12]([O-:14])=[O:13])=[CH:8][CH:7]=1)=[O:4].[CH3:15][NH:16][CH2:17][CH2:18][OH:19].C(OCC)(=O)C. The catalyst is C(O)C. The product is [OH:19][CH2:18][CH2:17][N:16]([CH3:15])[CH2:2][C:3]([NH:5][C:6]1[CH:11]=[CH:10][C:9]([N+:12]([O-:14])=[O:13])=[CH:8][CH:7]=1)=[O:4]. The yield is 0.590. (9) The reactants are [F:1][C:2]1[CH:7]=[C:6]([S:8][CH2:9][CH2:10][OH:11])[CH:5]=[CH:4][C:3]=1[OH:12].N1C=CN=C1.[Si:18](Cl)([C:21]([CH3:24])([CH3:23])[CH3:22])([CH3:20])[CH3:19]. The catalyst is CN(C)C=O. The product is [Si:18]([O:11][CH2:10][CH2:9][S:8][C:6]1[CH:5]=[CH:4][C:3]([OH:12])=[C:2]([F:1])[CH:7]=1)([C:21]([CH3:24])([CH3:23])[CH3:22])([CH3:20])[CH3:19]. The yield is 0.900. (10) The reactants are [C:1]([NH:11][C@H:12]([C:15]([OH:17])=[O:16])[CH2:13][OH:14])([O:3][CH2:4][C:5]1[CH:10]=[CH:9][CH:8]=[CH:7][CH:6]=1)=[O:2].C(=O)([O-])[O-].[K+].[K+].Br[C:25]([CH3:28])([CH3:27])[CH3:26]. The catalyst is [Cl-].C([N+](CC)(CC)CC)C1C=CC=CC=1.CC#N. The product is [C:25]([O:16][C:15](=[O:17])[CH:12]([NH:11][C:1]([O:3][CH2:4][C:5]1[CH:10]=[CH:9][CH:8]=[CH:7][CH:6]=1)=[O:2])[CH2:13][OH:14])([CH3:28])([CH3:27])[CH3:26]. The yield is 0.810.